Regression/Classification. Given a drug SMILES string, predict its absorption, distribution, metabolism, or excretion properties. Task type varies by dataset: regression for continuous measurements (e.g., permeability, clearance, half-life) or binary classification for categorical outcomes (e.g., BBB penetration, CYP inhibition). Dataset: b3db_classification. From a dataset of Blood-brain barrier permeability classification from the B3DB database. (1) The compound is CNCCCN1c2ccccc2Sc2cccc(Cl)c21. The result is 1 (penetrates BBB). (2) The compound is CC(C)c1nc(CN(C)C(=O)NC(C(=O)NC(Cc2ccccc2)CC(O)C(Cc2ccccc2)NC(=O)OCc2cncs2)C(C)C)cs1. The result is 1 (penetrates BBB).